Dataset: Retrosynthesis with 50K atom-mapped reactions and 10 reaction types from USPTO. Task: Predict the reactants needed to synthesize the given product. (1) The reactants are: CC(C)(C)OC(=O)NC1(c2ccc(-c3nc4c5cccc(/C=C/C(N)=O)c5nn4cc3-c3ccccc3)cc2)CCC1. Given the product NC(=O)/C=C/c1cccc2c1nn1cc(-c3ccccc3)c(-c3ccc(C4(N)CCC4)cc3)nc21, predict the reactants needed to synthesize it. (2) Given the product CCSc1[nH]ccc1[N+](=O)[O-], predict the reactants needed to synthesize it. The reactants are: CCS.O=[N+]([O-])c1cc[nH]c1Cl.